This data is from Full USPTO retrosynthesis dataset with 1.9M reactions from patents (1976-2016). The task is: Predict the reactants needed to synthesize the given product. Given the product [C@H:46]1([NH:56][C:1]([C@H:5]2[CH2:9][CH2:8][CH2:7][C@H:6]2[C:10]([OH:12])=[O:11])=[O:3])[C:55]2[C:50](=[CH:51][CH:52]=[CH:53][CH:54]=2)[CH2:49][CH2:48][CH2:47]1, predict the reactants needed to synthesize it. The reactants are: [C:1]([C@H:5]1[CH2:9][CH2:8][CH2:7][C@H:6]1[C:10]([OH:12])=[O:11])([O:3]C)=O.CN(C(ON1N=NC2C=CC=NC1=2)=[N+](C)C)C.F[P-](F)(F)(F)(F)F.CCN(C(C)C)C(C)C.[C@H:46]1([NH2:56])[C:55]2[C:50](=[CH:51][CH:52]=[CH:53][CH:54]=2)[CH2:49][CH2:48][CH2:47]1.